Dataset: NCI-60 drug combinations with 297,098 pairs across 59 cell lines. Task: Regression. Given two drug SMILES strings and cell line genomic features, predict the synergy score measuring deviation from expected non-interaction effect. (1) Drug 1: CNC(=O)C1=NC=CC(=C1)OC2=CC=C(C=C2)NC(=O)NC3=CC(=C(C=C3)Cl)C(F)(F)F. Drug 2: C1C(C(OC1N2C=NC(=NC2=O)N)CO)O. Cell line: IGROV1. Synergy scores: CSS=-4.49, Synergy_ZIP=2.37, Synergy_Bliss=0.674, Synergy_Loewe=-4.83, Synergy_HSA=-4.46. (2) Drug 1: C1CCC(C1)C(CC#N)N2C=C(C=N2)C3=C4C=CNC4=NC=N3. Drug 2: CC1C(C(CC(O1)OC2CC(CC3=C2C(=C4C(=C3O)C(=O)C5=C(C4=O)C(=CC=C5)OC)O)(C(=O)CO)O)N)O.Cl. Cell line: RXF 393. Synergy scores: CSS=51.9, Synergy_ZIP=0.857, Synergy_Bliss=6.18, Synergy_Loewe=-18.6, Synergy_HSA=6.60. (3) Drug 1: CC(C1=C(C=CC(=C1Cl)F)Cl)OC2=C(N=CC(=C2)C3=CN(N=C3)C4CCNCC4)N. Drug 2: CC(CN1CC(=O)NC(=O)C1)N2CC(=O)NC(=O)C2. Cell line: NCI-H322M. Synergy scores: CSS=-3.43, Synergy_ZIP=0.233, Synergy_Bliss=-2.03, Synergy_Loewe=-3.96, Synergy_HSA=-3.79. (4) Drug 1: C1=CC=C(C=C1)NC(=O)CCCCCCC(=O)NO. Drug 2: CC1=C(N=C(N=C1N)C(CC(=O)N)NCC(C(=O)N)N)C(=O)NC(C(C2=CN=CN2)OC3C(C(C(C(O3)CO)O)O)OC4C(C(C(C(O4)CO)O)OC(=O)N)O)C(=O)NC(C)C(C(C)C(=O)NC(C(C)O)C(=O)NCCC5=NC(=CS5)C6=NC(=CS6)C(=O)NCCC[S+](C)C)O. Cell line: PC-3. Synergy scores: CSS=36.0, Synergy_ZIP=-7.75, Synergy_Bliss=0.354, Synergy_Loewe=2.82, Synergy_HSA=4.99. (5) Drug 1: CC1=C2C(C(=O)C3(C(CC4C(C3C(C(C2(C)C)(CC1OC(=O)C(C(C5=CC=CC=C5)NC(=O)OC(C)(C)C)O)O)OC(=O)C6=CC=CC=C6)(CO4)OC(=O)C)OC)C)OC. Drug 2: CC1CCC2CC(C(=CC=CC=CC(CC(C(=O)C(C(C(=CC(C(=O)CC(OC(=O)C3CCCCN3C(=O)C(=O)C1(O2)O)C(C)CC4CCC(C(C4)OC)O)C)C)O)OC)C)C)C)OC. Cell line: BT-549. Synergy scores: CSS=74.9, Synergy_ZIP=8.71, Synergy_Bliss=8.20, Synergy_Loewe=10.8, Synergy_HSA=14.7. (6) Drug 1: CC1=CC=C(C=C1)C2=CC(=NN2C3=CC=C(C=C3)S(=O)(=O)N)C(F)(F)F. Drug 2: C1=NC2=C(N=C(N=C2N1C3C(C(C(O3)CO)O)O)F)N. Cell line: HCC-2998. Synergy scores: CSS=45.2, Synergy_ZIP=-1.08, Synergy_Bliss=1.06, Synergy_Loewe=-7.91, Synergy_HSA=3.33. (7) Drug 1: CC1=C(N=C(N=C1N)C(CC(=O)N)NCC(C(=O)N)N)C(=O)NC(C(C2=CN=CN2)OC3C(C(C(C(O3)CO)O)O)OC4C(C(C(C(O4)CO)O)OC(=O)N)O)C(=O)NC(C)C(C(C)C(=O)NC(C(C)O)C(=O)NCCC5=NC(=CS5)C6=NC(=CS6)C(=O)NCCC[S+](C)C)O. Drug 2: C1CCC(C(C1)N)N.C(=O)(C(=O)[O-])[O-].[Pt+4]. Cell line: HOP-62. Synergy scores: CSS=64.1, Synergy_ZIP=-1.71, Synergy_Bliss=-2.33, Synergy_Loewe=-9.62, Synergy_HSA=3.64. (8) Drug 1: C1=CC(=CC=C1CCCC(=O)O)N(CCCl)CCCl. Drug 2: CC1=C(C(=CC=C1)Cl)NC(=O)C2=CN=C(S2)NC3=CC(=NC(=N3)C)N4CCN(CC4)CCO. Cell line: NCI/ADR-RES. Synergy scores: CSS=22.6, Synergy_ZIP=-5.62, Synergy_Bliss=1.77, Synergy_Loewe=-0.378, Synergy_HSA=0.505.